Dataset: Catalyst prediction with 721,799 reactions and 888 catalyst types from USPTO. Task: Predict which catalyst facilitates the given reaction. (1) Product: [CH3:13][O:14][C:15]1[CH:20]=[CH:19][C:18]([C:21]2[N:22]=[C:23]([C:34]3([C:40]([O:42][CH3:43])=[O:41])[CH2:39][CH2:38][N:37]([C:5](=[O:11])[N:54]([OH:55])[CH3:53])[CH2:36][CH2:35]3)[O:24][C:25]=2[C:26]2[CH:27]=[CH:28][C:29]([O:32][CH3:33])=[CH:30][CH:31]=2)=[CH:17][CH:16]=1. The catalyst class is: 4. Reactant: ClC(Cl)(O[C:5](=[O:11])OC(Cl)(Cl)Cl)Cl.[CH3:13][O:14][C:15]1[CH:20]=[CH:19][C:18]([C:21]2[N:22]=[C:23]([C:34]3([C:40]([O:42][CH3:43])=[O:41])[CH2:39][CH2:38][NH:37][CH2:36][CH2:35]3)[O:24][C:25]=2[C:26]2[CH:31]=[CH:30][C:29]([O:32][CH3:33])=[CH:28][CH:27]=2)=[CH:17][CH:16]=1.C(N(CC)CC)C.Cl.Cl.[CH3:53][NH:54][OH:55]. (2) Reactant: [Br:1][C:2]1[CH:3]=[CH:4][C:5]([O:8][C:9]2[CH:14]=[CH:13][C:12]([N:15]3[CH2:20][CH2:19][CH2:18][N:17]([CH2:21][C:22]4[CH:30]=[CH:29][C:28]5[O:27][CH2:26][O:25][C:24]=5[CH:23]=4)[C:16]3=[O:31])=[CH:11][C:10]=2[CH3:32])=[N:6][CH:7]=1.CC1(C)C2C(=C(P(C3C=CC=CC=3)C3C=CC=CC=3)C=CC=2)OC2C(P(C3C=CC=CC=3)C3C=CC=CC=3)=CC=CC1=2.[F:75][C:76]([F:87])([F:86])[C:77]1[CH:82]=[CH:81][C:80]([C:83](=[O:85])[CH3:84])=[CH:79][CH:78]=1.C[Si]([N-][Si](C)(C)C)(C)C.[K+].Br. Product: [BrH:1].[CH3:32][C:10]1[CH:11]=[C:12]([N:15]2[CH2:20][CH2:19][CH2:18][N:17]([CH2:21][C:22]3[CH:30]=[CH:29][C:28]4[O:27][CH2:26][O:25][C:24]=4[CH:23]=3)[C:16]2=[O:31])[CH:13]=[CH:14][C:9]=1[O:8][C:5]1[CH:4]=[CH:3][C:2]([CH2:84][C:83](=[O:85])[C:80]2[CH:79]=[CH:78][C:77]([C:76]([F:75])([F:86])[F:87])=[CH:82][CH:81]=2)=[CH:7][N:6]=1. The catalyst class is: 491. (3) Reactant: OS(O)(=O)=O.[Br:6][C:7]1[CH:8]=[C:9]([CH:11]=[CH:12][CH:13]=1)[NH2:10].[CH:14]([C:16]([CH3:18])=O)=[CH2:15]. Product: [Br:6][C:7]1[CH:8]=[C:9]2[C:11]([C:16]([CH3:18])=[CH:14][CH:15]=[N:10]2)=[CH:12][CH:13]=1. The catalyst class is: 12. (4) Reactant: Cl[C:2]1[CH:3]=[CH:4][C:5]2[N:6]=[CH:7][N:8]=[C:9]([NH:12][C:13]3[CH:14]=[N:15][C:16]([O:19][CH3:20])=[CH:17][CH:18]=3)[C:10]=2[N:11]=1.[Cl:21][C:22]1[C:27]([NH:28][S:29]([C:32]2[CH:37]=[CH:36][C:35]([F:38])=[CH:34][C:33]=2[F:39])(=[O:31])=[O:30])=[CH:26][C:25](B2OC(C)(C)C(C)(C)O2)=[CH:24][N:23]=1.C(=O)(O)[O-].[Na+]. Product: [Cl:21][C:22]1[C:27]([NH:28][S:29]([C:32]2[CH:37]=[CH:36][C:35]([F:38])=[CH:34][C:33]=2[F:39])(=[O:31])=[O:30])=[CH:26][C:25]([C:2]2[CH:3]=[CH:4][C:5]3[N:6]=[CH:7][N:8]=[C:9]([NH:12][C:13]4[CH:14]=[N:15][C:16]([O:19][CH3:20])=[CH:17][CH:18]=4)[C:10]=3[N:11]=2)=[CH:24][N:23]=1. The catalyst class is: 12.